This data is from Reaction yield outcomes from USPTO patents with 853,638 reactions. The task is: Predict the reaction yield, written as a fraction of the theoretical maximum amount of product (1.0 means a 100% yield; for example, 0.34 means a 34% yield). (1) The reactants are [Br:1][C:2]1[CH:3]=[N:4][CH:5]=[C:6](Br)[CH:7]=1.[CH3:9][O-:10].[Na+]. The catalyst is CO.[Cu]. The product is [Br:1][C:2]1[CH:7]=[C:6]([O:10][CH3:9])[CH:5]=[N:4][CH:3]=1. The yield is 0.595. (2) The reactants are [O:1]=[C:2]1[N:6]([C:7]2[CH:14]=[CH:13][C:10]([C:11]#[N:12])=[C:9]([C:15]([F:18])([F:17])[F:16])[CH:8]=2)[C@H:5]2[CH2:19][CH2:20][CH2:21][CH2:22][C@@H:4]2[NH:3]1.[CH2:23]([N:30]([CH2:40][C:41]1[CH:46]=[CH:45][CH:44]=[CH:43][CH:42]=1)[C:31](=[O:39])[C:32]1[CH:37]=[C:36](Br)[CH:35]=[CH:34][N:33]=1)[C:24]1[CH:29]=[CH:28][CH:27]=[CH:26][CH:25]=1. No catalyst specified. The product is [CH2:40]([N:30]([CH2:23][C:24]1[CH:29]=[CH:28][CH:27]=[CH:26][CH:25]=1)[C:31](=[O:39])[C:32]1[CH:37]=[C:36]([N:3]2[C@H:4]3[CH2:22][CH2:21][CH2:20][CH2:19][C@@H:5]3[N:6]([C:7]3[CH:14]=[CH:13][C:10]([C:11]#[N:12])=[C:9]([C:15]([F:18])([F:16])[F:17])[CH:8]=3)[C:2]2=[O:1])[CH:35]=[CH:34][N:33]=1)[C:41]1[CH:42]=[CH:43][CH:44]=[CH:45][CH:46]=1. The yield is 0.550. (3) The reactants are OC(C(F)(F)F)=O.[CH3:8][N:9]([CH3:29])[C@H:10]([C:22]1[CH:27]=[CH:26][CH:25]=[CH:24][C:23]=1[F:28])[C:11]([O:13][C@H](C1C=CC=CC=1)C)=[O:12]. The catalyst is C(O)C.[OH-].[OH-].[Pd+2]. The product is [CH3:8][N:9]([CH3:29])[C@H:10]([C:22]1[CH:27]=[CH:26][CH:25]=[CH:24][C:23]=1[F:28])[C:11]([OH:13])=[O:12]. The yield is 0.980. (4) The reactants are [C:1]([O:5][C:6](=[O:14])[NH:7][C:8]1[NH:9][N:10]=[C:11]([NH2:13])[CH:12]=1)([CH3:4])([CH3:3])[CH3:2].C([N:23]=[C:24]=[S:25])(=O)C1C=CC=CC=1.[OH-].[Na+].CCOC(C)=O. The catalyst is C1COCC1. The product is [C:1]([O:5][C:6](=[O:14])[NH:7][C:8]1[NH:9][N:10]=[C:11]([NH:13][C:24]([NH2:23])=[S:25])[CH:12]=1)([CH3:4])([CH3:2])[CH3:3]. The yield is 0.800. (5) The reactants are [CH2:1]([CH:4]1[O:21][C:20]2[C:15](=[C:16]([O:22][CH3:23])[CH:17]=[CH:18][CH:19]=2)[C:14]2[C:5]1=[C:6]1[C:11](=[CH:12][CH:13]=2)[NH:10][C:9]([CH3:25])([CH3:24])[C:8](=[O:26])[NH:7]1)[CH:2]=[CH2:3].[C:27](=O)([O-])[O-].[Cs+].[Cs+].CI. The catalyst is CC#N.O. The product is [CH2:1]([CH:4]1[O:21][C:20]2[C:15](=[C:16]([O:22][CH3:23])[CH:17]=[CH:18][CH:19]=2)[C:14]2[C:5]1=[C:6]1[C:11](=[CH:12][CH:13]=2)[NH:10][C:9]([CH3:25])([CH3:24])[C:8](=[O:26])[N:7]1[CH3:27])[CH:2]=[CH2:3]. The yield is 0.600. (6) The reactants are Br[C:2]1[CH:3]=[C:4]2[CH:10]=[CH:9][NH:8][C:5]2=[N:6][CH:7]=1.[N:11]1([C:17]([C:19]2[CH:20]=[C:21](B(O)O)[CH:22]=[CH:23][CH:24]=2)=[O:18])[CH2:16][CH2:15][O:14][CH2:13][CH2:12]1.C(=O)(O)[O-].[Na+]. The catalyst is O1CCOCC1.O.C1C=CC([P]([Pd]([P](C2C=CC=CC=2)(C2C=CC=CC=2)C2C=CC=CC=2)([P](C2C=CC=CC=2)(C2C=CC=CC=2)C2C=CC=CC=2)[P](C2C=CC=CC=2)(C2C=CC=CC=2)C2C=CC=CC=2)(C2C=CC=CC=2)C2C=CC=CC=2)=CC=1. The product is [NH:8]1[C:5]2=[N:6][CH:7]=[C:2]([C:23]3[CH:24]=[C:19]([C:17]([N:11]4[CH2:16][CH2:15][O:14][CH2:13][CH2:12]4)=[O:18])[CH:20]=[CH:21][CH:22]=3)[CH:3]=[C:4]2[CH:10]=[CH:9]1. The yield is 0.840.